This data is from Forward reaction prediction with 1.9M reactions from USPTO patents (1976-2016). The task is: Predict the product of the given reaction. (1) Given the reactants [C:1]([O:4][C:5]1[CH:14]=[CH:13][CH:12]=[C:11]([O:15]C(=O)C)[C:6]=1[C:7]([O:9][CH3:10])=[O:8])(=[O:3])[CH3:2].O[Li].O.CO.C1COCC1.O.OC1C=CC=C(O)C=1C(OC)=O, predict the reaction product. The product is: [C:1]([O:4][C:5]1[CH:14]=[CH:13][CH:12]=[C:11]([OH:15])[C:6]=1[C:7]([O:9][CH3:10])=[O:8])(=[O:3])[CH3:2]. (2) Given the reactants [CH3:1][C:2]1[C:3]([CH2:14][S:15]([C:17]2[N:21]([CH2:22][OH:23])[C:20]3[CH:24]=[CH:25][CH:26]=[CH:27][C:19]=3[N:18]=2)=[O:16])=[N:4][CH:5]=[CH:6][C:7]=1[O:8][CH2:9][C:10]([F:13])([F:12])[F:11].C(N(CC)CC)C.[C:35](Cl)(=[O:42])[C:36]1[CH:41]=[CH:40][CH:39]=[CH:38][CH:37]=1.C(OCC)(=O)C, predict the reaction product. The product is: [C:35]([O:23][CH2:22][N:21]1[C:20]2[CH:24]=[CH:25][CH:26]=[CH:27][C:19]=2[N:18]=[C:17]1[S:15]([CH2:14][C:3]1[C:2]([CH3:1])=[C:7]([O:8][CH2:9][C:10]([F:12])([F:11])[F:13])[CH:6]=[CH:5][N:4]=1)=[O:16])(=[O:42])[C:36]1[CH:41]=[CH:40][CH:39]=[CH:38][CH:37]=1. (3) Given the reactants [OH:1][CH:2]1[CH2:7][N:6]([C:8]([O:10][C:11]([CH3:14])([CH3:13])[CH3:12])=[O:9])[CH2:5][CH:4]([C:15]([O:17]C)=[O:16])[CH2:3]1.[H-].[Na+].[CH3:21]I, predict the reaction product. The product is: [C:11]([O:10][C:8]([N:6]1[CH2:7][CH:2]([O:1][CH3:21])[CH2:3][CH:4]([C:15]([OH:17])=[O:16])[CH2:5]1)=[O:9])([CH3:14])([CH3:13])[CH3:12]. (4) Given the reactants C(C1C=CC(C(Cl)=O)=CC=1)CC.[CH3:13][O:14][C:15]1[CH:16]=[C:17]2[C:22](=[CH:23][C:24]=1[O:25][CH3:26])[N:21]=[CH:20][CH:19]=[C:18]2[O:27][C:28]1[CH:34]=[CH:33][C:31]([NH2:32])=[C:30]([F:35])[CH:29]=1.[CH2:36]([C:39]1[CH:44]=[CH:43][C:42]([C:45]([N:47]=[C:48]=[S:49])=[O:46])=[CH:41][CH:40]=1)[CH2:37][CH3:38], predict the reaction product. The product is: [CH2:36]([C:39]1[CH:44]=[CH:43][C:42]([C:45]([N:47]=[C:48]=[S:49])=[O:46])=[CH:41][CH:40]=1)[CH2:37][CH3:38].[CH3:13][O:14][C:15]1[CH:16]=[C:17]2[C:22](=[CH:23][C:24]=1[O:25][CH3:26])[N:21]=[CH:20][CH:19]=[C:18]2[O:27][C:28]1[CH:34]=[CH:33][C:31]([NH:32][C:48]([NH:47][C:45](=[O:46])[C:42]2[CH:43]=[CH:44][C:39]([CH2:36][CH2:37][CH3:38])=[CH:40][CH:41]=2)=[S:49])=[C:30]([F:35])[CH:29]=1. (5) The product is: [Cl:1][C:2]1[N:10]=[CH:9][N:8]=[C:7]2[C:3]=1[N:4]=[C:5]([I:21])[N:6]2[CH2:11][CH3:12]. Given the reactants [Cl:1][C:2]1[N:10]=[CH:9][N:8]=[C:7]2[C:3]=1[N:4]=[CH:5][N:6]2[CH2:11][CH3:12].[Li+].CC([N-]C(C)C)C.[I:21]I, predict the reaction product. (6) Given the reactants [F:1][C:2]1[CH:3]=[C:4]([C@H:10]2[CH2:14][CH2:13][CH2:12][N:11]2[C:15]2[CH:20]=[CH:19][N:18]3[N:21]=[CH:22][C:23]([C:24]([OH:26])=O)=[C:17]3[N:16]=2)[C:5]([O:8][CH3:9])=[N:6][CH:7]=1.CN(C(ON1N=NC2C=CC=NC1=2)=[N+](C)C)C.F[P-](F)(F)(F)(F)F.CCN(C(C)C)C(C)C.Br.[Br:61][CH2:62][CH2:63][O:64][NH2:65], predict the reaction product. The product is: [Br:61][CH2:62][CH2:63][O:64][NH:65][C:24]([C:23]1[CH:22]=[N:21][N:18]2[CH:19]=[CH:20][C:15]([N:11]3[CH2:12][CH2:13][CH2:14][C@@H:10]3[C:4]3[C:5]([O:8][CH3:9])=[N:6][CH:7]=[C:2]([F:1])[CH:3]=3)=[N:16][C:17]=12)=[O:26]. (7) Given the reactants [NH2:1][C:2]([C:4]1[CH:5]=[C:6]([CH:10]=[C:11]([C:13]([N:15]([CH2:19][CH2:20][CH3:21])[CH2:16][CH2:17][CH3:18])=[O:14])[CH:12]=1)[C:7](O)=[O:8])=[O:3].C1C=CC2N(O)N=NC=2C=1.C(N(CC)CC)C.FC(F)(F)C(O)=O.[NH2:46][C@@H:47]([CH2:61][C:62]1[CH:67]=[C:66](F)[CH:65]=[C:64](F)[CH:63]=1)[C@H:48]([OH:60])[CH2:49][NH:50][CH2:51][C:52]1[CH:57]=[CH:56][CH:55]=[C:54]([O:58][CH3:59])[CH:53]=1, predict the reaction product. The product is: [CH2:61]([C@H:47]([NH:46][C:7]([C:6]1[CH:5]=[C:4]([C:2]([NH2:1])=[O:3])[CH:12]=[C:11]([C:13]([N:15]([CH2:19][CH2:20][CH3:21])[CH2:16][CH2:17][CH3:18])=[O:14])[CH:10]=1)=[O:8])[C@H:48]([OH:60])[CH2:49][NH:50][CH2:51][C:52]1[CH:57]=[CH:56][CH:55]=[C:54]([O:58][CH3:59])[CH:53]=1)[C:62]1[CH:67]=[CH:66][CH:65]=[CH:64][CH:63]=1. (8) Given the reactants [CH2:1]([O:3][CH:4]([N:6]1[CH:10]=[C:9](I)[CH:8]=[N:7]1)[CH3:5])[CH3:2].[CH:12]([C:14]1[CH:21]=[CH:20][C:17]([C:18]#[N:19])=[CH:16][CH:15]=1)=[CH2:13].[Br-].C([O-])(=O)C.C(=O)([O-])[O-].[K+].[K+], predict the reaction product. The product is: [CH2:1]([O:3][CH:4]([N:6]1[CH:10]=[C:9](/[CH:13]=[CH:12]/[C:14]2[CH:21]=[CH:20][C:17]([C:18]#[N:19])=[CH:16][CH:15]=2)[CH:8]=[N:7]1)[CH3:5])[CH3:2]. (9) Given the reactants [C:1]([NH:4][CH:5]([C:7]1[CH:12]=[C:11]([CH3:13])[C:10]([Cl:14])=[CH:9][C:8]=1[CH:15]1[CH2:20][CH2:19][N:18]([C:21](OC(C)(C)C)=[O:22])[CH2:17][CH2:16]1)[CH3:6])(=[O:3])[CH3:2].Cl.[C:29]([N:33]1[CH2:37][C@@H:36]([C:38]2[CH:43]=[CH:42][C:41]([F:44])=[CH:40][C:39]=2[F:45])[C@H:35](C(O)=O)[CH2:34]1)([CH3:32])([CH3:31])[CH3:30].[CH3:49]N(C(ON1N=NC2C=CC=NC1=2)=[N+](C)C)C.F[P-](F)(F)(F)(F)F.C1C=NC2N(O)N=NC=2C=1.CCN(C(C)C)C(C)C, predict the reaction product. The product is: [C:29]([N:33]1[CH2:37][C@@H:36]([C:38]2[CH:43]=[CH:42][C:41]([F:44])=[CH:40][C:39]=2[F:45])[C@H:35]([C:21]([N:18]2[CH2:19][CH2:20][CH:15]([C:8]3[CH:9]=[C:10]([Cl:14])[C:11]([CH3:13])=[CH:12][C:7]=3[CH:5]([NH:4][C:1](=[O:3])[CH3:2])[CH2:6][CH3:49])[CH2:16][CH2:17]2)=[O:22])[CH2:34]1)([CH3:32])([CH3:30])[CH3:31].